Dataset: Reaction yield outcomes from USPTO patents with 853,638 reactions. Task: Predict the reaction yield, written as a fraction of the theoretical maximum amount of product (1.0 means a 100% yield; for example, 0.34 means a 34% yield). (1) The reactants are [C:1]1([CH3:11])[CH:6]=[CH:5][C:4]([S:7](Cl)(=[O:9])=[O:8])=[CH:3][CH:2]=1.[N+:12]([C:15]1[CH:16]=[C:17]([CH:25]([OH:27])[CH3:26])[CH:18]=[C:19]([C:21]([F:24])([F:23])[F:22])[CH:20]=1)([O-:14])=[O:13].C(N(CC)CC)C. The catalyst is ClCCl. The product is [CH3:11][C:1]1[CH:6]=[CH:5][C:4]([S:7]([O:27][CH:25]([C:17]2[CH:18]=[C:19]([C:21]([F:24])([F:23])[F:22])[CH:20]=[C:15]([N+:12]([O-:14])=[O:13])[CH:16]=2)[CH3:26])(=[O:9])=[O:8])=[CH:3][CH:2]=1. The yield is 0.806. (2) The reactants are [Cl:1][C:2]1[CH:27]=[CH:26][C:5]([CH2:6][NH:7][C:8]2[N:13]=[C:12](Cl)[C:11]([CH:15]([C:17]3[C:25]4[C:20](=[N:21][CH:22]=[CH:23][CH:24]=4)[NH:19][CH:18]=3)O)=[CH:10][CH:9]=2)=[CH:4][CH:3]=1.C([SiH](CC)CC)C.FC(F)(F)C(O)=[O:38]. The catalyst is C(#N)C. The product is [NH:19]1[C:20]2=[N:21][CH:22]=[CH:23][CH:24]=[C:25]2[C:17]([CH2:15][C:11]2[C:12]([OH:38])=[N:13][C:8]([NH:7][CH2:6][C:5]3[CH:26]=[CH:27][C:2]([Cl:1])=[CH:3][CH:4]=3)=[CH:9][CH:10]=2)=[CH:18]1. The yield is 0.780.